Dataset: Full USPTO retrosynthesis dataset with 1.9M reactions from patents (1976-2016). Task: Predict the reactants needed to synthesize the given product. (1) Given the product [N+:30]([C:27]1[CH:28]=[CH:29][C:7]([C:1]2[CH:6]=[CH:5][CH:4]=[CH:3][CH:2]=2)=[N:25][CH:26]=1)([O-:32])=[O:31], predict the reactants needed to synthesize it. The reactants are: [C:1]1([CH3:7])[CH:6]=[CH:5][CH:4]=[CH:3][CH:2]=1.C(=O)([O-])[O-].[Na+].[Na+].C1(B(O)O)C=CC=CC=1.ClC1[CH:29]=[CH:28][C:27]([N+:30]([O-:32])=[O:31])=[CH:26][N:25]=1. (2) Given the product [C:1]([O:5][C:6]([N:8]1[CH2:13][CH2:12][CH:11]([C:14]2[O:23][C:17]3=[N:18][CH:19]=[C:20]([C:31]4[CH:32]=[CH:33][C:28]([S:25]([CH3:24])(=[O:27])=[O:26])=[CH:29][CH:30]=4)[N:21]=[C:16]3[CH:15]=2)[CH2:10][CH2:9]1)=[O:7])([CH3:4])([CH3:3])[CH3:2], predict the reactants needed to synthesize it. The reactants are: [C:1]([O:5][C:6]([N:8]1[CH2:13][CH2:12][CH:11]([C:14]2[O:23][C:17]3=[N:18][CH:19]=[C:20](Cl)[N:21]=[C:16]3[CH:15]=2)[CH2:10][CH2:9]1)=[O:7])([CH3:4])([CH3:3])[CH3:2].[CH3:24][S:25]([C:28]1[CH:33]=[CH:32][C:31](B(O)O)=[CH:30][CH:29]=1)(=[O:27])=[O:26].C([O-])([O-])=O.[Na+].[Na+].O. (3) Given the product [Cl:1][C:2]1[CH:3]=[CH:4][C:5]2[NH:11][C:10](=[O:12])[C@@H:9]([CH2:13][C:14]([O:16][CH2:26][CH3:27])=[O:15])[S:8][C@H:7]([C:17]3[CH:22]=[CH:21][CH:20]=[C:19]([F:23])[C:18]=3[F:24])[C:6]=2[CH:25]=1, predict the reactants needed to synthesize it. The reactants are: [Cl:1][C:2]1[CH:3]=[CH:4][C:5]2[NH:11][C:10](=[O:12])[CH:9]([CH2:13][C:14]([OH:16])=[O:15])[S:8][CH:7]([C:17]3[CH:22]=[CH:21][CH:20]=[C:19]([F:23])[C:18]=3[F:24])[C:6]=2[CH:25]=1.[CH2:26](O)[CH3:27]. (4) Given the product [Cl:1][C:2]1[C:3]2[CH:20]=[CH:19][N:18]([CH2:30][CH2:31][N:32]3[CH2:37][CH2:36][O:35][CH2:34][CH2:33]3)[C:4]=2[N:5]=[C:6]([S:8]([C:11]2[CH:12]=[CH:13][C:14]([F:17])=[CH:15][CH:16]=2)(=[O:9])=[O:10])[N:7]=1, predict the reactants needed to synthesize it. The reactants are: [Cl:1][C:2]1[C:3]2[CH:20]=[CH:19][NH:18][C:4]=2[N:5]=[C:6]([S:8]([C:11]2[CH:16]=[CH:15][C:14]([F:17])=[CH:13][CH:12]=2)(=[O:10])=[O:9])[N:7]=1.CC(C)([O-])C.[K+].[I-].[Na+].Cl[CH2:30][CH2:31][N:32]1[CH2:37][CH2:36][O:35][CH2:34][CH2:33]1.